Dataset: Forward reaction prediction with 1.9M reactions from USPTO patents (1976-2016). Task: Predict the product of the given reaction. (1) Given the reactants C([O:3][C:4](=[O:13])[C:5]([N:8]1[CH:12]=[CH:11][N:10]=[CH:9]1)([CH3:7])[CH3:6])C.[OH-].[Na+].Cl, predict the reaction product. The product is: [N:8]1([C:5]([CH3:7])([CH3:6])[C:4]([OH:13])=[O:3])[CH:12]=[CH:11][N:10]=[CH:9]1. (2) The product is: [OH:20][C:19]1[C:18]2[C:17](=[CH:26][C:25]([N+:27]([O-:29])=[O:28])=[CH:24][CH:23]=2)[CH:16]=[N:5][C:4]=1[C:3]([O:2][CH3:1])=[O:30]. Given the reactants [CH3:1][O:2][C:3](=[O:30])[CH2:4][N:5]([CH2:16][C:17]1[CH:26]=[C:25]([N+:27]([O-:29])=[O:28])[CH:24]=[CH:23][C:18]=1[C:19](OC)=[O:20])S(C1C=CC(C)=CC=1)(=O)=O.C[O-].[Na+], predict the reaction product. (3) The product is: [ClH:40].[CH3:1][O:2][CH2:3][C:4]1[CH:9]=[C:8]([C:10]2[O:14][N:13]=[C:12]([C:15]3[CH:24]=[C:23]4[C:18]([CH2:19][CH2:20][N:21]([CH2:25][C:26]([OH:28])=[O:27])[CH2:22]4)=[CH:17][CH:16]=3)[N:11]=2)[CH:7]=[CH:6][C:5]=1[C:33]1[CH:38]=[CH:37][CH:36]=[CH:35][C:34]=1[CH3:39]. Given the reactants [CH3:1][O:2][CH2:3][C:4]1[CH:9]=[C:8]([C:10]2[O:14][N:13]=[C:12]([C:15]3[CH:24]=[C:23]4[C:18]([CH2:19][CH2:20][N:21]([CH2:25][C:26]([O:28]C(C)(C)C)=[O:27])[CH2:22]4)=[CH:17][CH:16]=3)[N:11]=2)[CH:7]=[CH:6][C:5]=1[C:33]1[CH:38]=[CH:37][CH:36]=[CH:35][C:34]=1[CH3:39].[ClH:40], predict the reaction product. (4) Given the reactants [N:1]1([CH:6]([C:8]2[CH:36]=[CH:35][C:11]([CH2:12][N:13]3[CH:21]=[C:20]4[C:15]([N:16]=[C:17](Cl)[N:18]=[C:19]4[NH:22][CH2:23][C:24]4[C:29]([Cl:30])=[CH:28][CH:27]=[C:26]([O:31]C)[C:25]=4[F:33])=[N:14]3)=[CH:10][CH:9]=2)[CH3:7])[CH:5]=[CH:4][CH:3]=[N:2]1.[I-].[K+].[C-:39]#[N:40].[Na+], predict the reaction product. The product is: [N:1]1([CH:6]([C:8]2[CH:36]=[CH:35][C:11]([CH2:12][N:13]3[CH:21]=[C:20]4[C:15]([N:16]=[C:17]([C:39]#[N:40])[N:18]=[C:19]4[NH:22][CH2:23][C:24]4[C:29]([Cl:30])=[CH:28][CH:27]=[C:26]([OH:31])[C:25]=4[F:33])=[N:14]3)=[CH:10][CH:9]=2)[CH3:7])[CH:5]=[CH:4][CH:3]=[N:2]1. (5) Given the reactants C(OC(NCC(ON1C(=O)CCC1=O)=O)=O)(C)(C)C.N[C@@H](CCSC)CS([O-])(=O)=O.[Na+].C(OC([NH:39][CH2:40][C:41]([NH:43][C@@H:44]([CH2:50][CH2:51][S:52][CH3:53])[CH2:45][S:46]([OH:49])(=[O:48])=[O:47])=[O:42])=O)(C)(C)C.[ClH:54], predict the reaction product. The product is: [ClH:54].[NH2:39][CH2:40][C:41]([NH:43][C@@H:44]([CH2:50][CH2:51][S:52][CH3:53])[CH2:45][S:46]([OH:49])(=[O:47])=[O:48])=[O:42]. (6) Given the reactants [Na+].[OH:2][CH:3]([C:8]1[CH:13]=[CH:12][C:11]([C:14]([N:16]2[CH2:21][CH2:20][N:19]([CH:22]([CH3:24])[CH3:23])[CH2:18][CH2:17]2)=[O:15])=[CH:10][CH:9]=1)S([O-])(=O)=O.[OH-].[Na+], predict the reaction product. The product is: [CH:22]([N:19]1[CH2:20][CH2:21][N:16]([C:14]([C:11]2[CH:10]=[CH:9][C:8]([CH:3]=[O:2])=[CH:13][CH:12]=2)=[O:15])[CH2:17][CH2:18]1)([CH3:24])[CH3:23]. (7) Given the reactants [C:1]([C:5]1[CH:12]=[CH:11][C:8]([CH:9]=O)=[CH:7][CH:6]=1)([CH3:4])([CH3:3])[CH3:2].[NH2:13][C:14]1[S:15][C:16]([C:19]2[CH:24]=[CH:23][CH:22]=[CH:21][CH:20]=2)=[N:17][N:18]=1.C([O:27][C:28](=O)[C:29]([OH:41])=[CH:30][C:31]([C:33]1[CH:38]=[CH:37][C:36]([O:39][CH3:40])=[CH:35][CH:34]=1)=[O:32])C, predict the reaction product. The product is: [C:1]([C:5]1[CH:12]=[CH:11][C:8]([CH:9]2[N:13]([C:14]3[S:15][C:16]([C:19]4[CH:24]=[CH:23][CH:22]=[CH:21][CH:20]=4)=[N:17][N:18]=3)[C:28](=[O:27])[C:29]([OH:41])=[C:30]2[C:31](=[O:32])[C:33]2[CH:34]=[CH:35][C:36]([O:39][CH3:40])=[CH:37][CH:38]=2)=[CH:7][CH:6]=1)([CH3:4])([CH3:3])[CH3:2]. (8) Given the reactants [Br:1][C:2]1[CH:7]=[CH:6][C:5]([NH:8][C:9](=O)[O:10]CC(C)C)=[CH:4][C:3]=1[F:16].Cl[CH2:18][C@@H:19]([OH:22])[CH2:20][OH:21].CC([O-])(C)C.[K+].C(=O)([O-])N, predict the reaction product. The product is: [Br:1][C:2]1[CH:7]=[CH:6][C:5]([N:8]2[CH2:18][C@H:19]([CH2:20][OH:21])[O:22][C:9]2=[O:10])=[CH:4][C:3]=1[F:16].